Dataset: Catalyst prediction with 721,799 reactions and 888 catalyst types from USPTO. Task: Predict which catalyst facilitates the given reaction. (1) Reactant: [F:1][C:2]1[C:3]([N:8]2[CH2:17][CH2:16][C:11]3(COOC3)[CH2:10][CH2:9]2)=[N:4][CH:5]=[CH:6][CH:7]=1.[OH2:18]. Product: [F:1][C:2]1[C:3]([N:8]2[CH2:17][CH2:16][C:11](=[O:18])[CH2:10][CH2:9]2)=[N:4][CH:5]=[CH:6][CH:7]=1. The catalyst class is: 15. (2) Product: [CH2:11]([N:13]1[CH2:18][CH2:17][N:16]([C:2]2[CH:7]=[CH:6][C:5]([N+:8]([O-:10])=[O:9])=[CH:4][N:3]=2)[CH2:15][CH2:14]1)[CH3:12]. The catalyst class is: 155. Reactant: Cl[C:2]1[CH:7]=[CH:6][C:5]([N+:8]([O-:10])=[O:9])=[CH:4][N:3]=1.[CH2:11]([N:13]1[CH2:18][CH2:17][NH:16][CH2:15][CH2:14]1)[CH3:12].C(N(CC)C(C)C)(C)C. (3) Reactant: Cl.[CH2:2]([O:9][C:10]([NH:12][C:13]1[CH:33]=[CH:32][C:16]([O:17][C:18]2[CH:23]=[CH:22][N:21]=[C:20]([NH:24]C(=O)OC(C)(C)C)[CH:19]=2)=[CH:15][C:14]=1[F:34])=[O:11])[C:3]1[CH:8]=[CH:7][CH:6]=[CH:5][CH:4]=1. Product: [NH2:24][C:20]1[CH:19]=[C:18]([O:17][C:16]2[CH:32]=[CH:33][C:13]([NH:12][C:10](=[O:11])[O:9][CH2:2][C:3]3[CH:8]=[CH:7][CH:6]=[CH:5][CH:4]=3)=[C:14]([F:34])[CH:15]=2)[CH:23]=[CH:22][N:21]=1. The catalyst class is: 13. (4) Reactant: [N:1]([CH2:4][CH2:5][C:6]1[C:15]2[C:10](=[CH:11][CH:12]=[CH:13][CH:14]=2)[CH:9]=[CH:8][CH:7]=1)=[N+]=[N-].C1(P(C2C=CC=CC=2)C2C=CC=CC=2)C=CC=CC=1.O. Product: [C:6]1([CH2:5][CH2:4][NH2:1])[C:15]2[C:10](=[CH:11][CH:12]=[CH:13][CH:14]=2)[CH:9]=[CH:8][CH:7]=1. The catalyst class is: 7. (5) Reactant: [F:1][C:2]([F:35])([F:34])[C:3]1[CH:4]=[C:5]([CH:27]=[C:28]([C:30]([F:33])([F:32])[F:31])[CH:29]=1)[CH2:6][NH:7][C:8]([C:10]1([CH2:23][CH:24]2[CH2:26][CH2:25]2)[CH2:15][CH2:14][N:13](C(OC(C)(C)C)=O)[CH2:12][CH2:11]1)=[O:9].C(O)(C(F)(F)F)=O. Product: [F:34][C:2]([F:1])([F:35])[C:3]1[CH:4]=[C:5]([CH:27]=[C:28]([C:30]([F:33])([F:32])[F:31])[CH:29]=1)[CH2:6][NH:7][C:8]([C:10]1([CH2:23][CH:24]2[CH2:26][CH2:25]2)[CH2:11][CH2:12][NH:13][CH2:14][CH2:15]1)=[O:9]. The catalyst class is: 2. (6) Reactant: [CH3:1][O:2][CH2:3][CH2:4][O:5][C:6]1[CH:11]=[CH:10][N:9]2[C:12]([C:15]([OH:17])=O)=[CH:13][N:14]=[C:8]2[CH:7]=1.C(Cl)(=O)C(Cl)=O.[CH2:24]([N:31]1[C:39]2[CH:38]=[CH:37][CH:36]=[C:35]([NH2:40])[C:34]=2[C:33]([CH:41]2[CH2:43][CH2:42]2)=[N:32]1)[C:25]1[CH:30]=[CH:29][CH:28]=[CH:27][CH:26]=1.C(N(CC)CC)C. Product: [CH2:24]([N:31]1[C:39]2[C:34](=[C:35]([NH:40][C:15]([C:12]3[N:9]4[CH:10]=[CH:11][C:6]([O:5][CH2:4][CH2:3][O:2][CH3:1])=[CH:7][C:8]4=[N:14][CH:13]=3)=[O:17])[CH:36]=[CH:37][CH:38]=2)[C:33]([CH:41]2[CH2:42][CH2:43]2)=[N:32]1)[C:25]1[CH:26]=[CH:27][CH:28]=[CH:29][CH:30]=1. The catalyst class is: 120. (7) Reactant: [CH3:1][C@@H:2]([NH:9][C:10](=[O:27])[C@:11]1([CH2:24][CH:25]=C)[CH2:15][CH2:14][CH2:13][N:12]1[C:16](=[O:23])[C:17]1[CH:22]=[CH:21][CH:20]=[CH:19][CH:18]=1)[C:3]1[CH:8]=[CH:7][CH:6]=[CH:5][CH:4]=1.O=[O+][O-].O=O.C([SiH](CC)CC)C. Product: [C:16]([N:12]1[C:11]2([CH2:24][CH2:25][N:9]([C@H:2]([CH3:1])[C:3]3[CH:8]=[CH:7][CH:6]=[CH:5][CH:4]=3)[C:10]2=[O:27])[CH2:15][CH2:14][CH2:13]1)(=[O:23])[C:17]1[CH:22]=[CH:21][CH:20]=[CH:19][CH:18]=1. The catalyst class is: 4. (8) Reactant: [CH3:1][S:2][C:3]1[S:4][C:5]2[C:10]([N:11]=1)=[CH:9][CH:8]=[CH:7][N:6]=2.[Mn]([O-])(=O)(=O)=[O:13].[K+].[OH2:18]. Product: [CH3:1][S:2]([C:3]1[S:4][C:5]2[C:10]([N:11]=1)=[CH:9][CH:8]=[CH:7][N:6]=2)(=[O:13])=[O:18]. The catalyst class is: 15.